This data is from Forward reaction prediction with 1.9M reactions from USPTO patents (1976-2016). The task is: Predict the product of the given reaction. Given the reactants [CH2:1]([O:9][C:10]1[CH:15]=[CH:14][N+:13]([O-])=[C:12]([CH3:17])[C:11]=1[CH3:18])[CH2:2][CH2:3][CH2:4][CH2:5][CH2:6][CH2:7][CH3:8].[C:19]([O:22]C(=O)C)(=[O:21])[CH3:20], predict the reaction product. The product is: [CH2:1]([O:9][C:10]1[CH:15]=[CH:14][N:13]=[C:12]([CH2:17][O:22][C:19](=[O:21])[CH3:20])[C:11]=1[CH3:18])[CH2:2][CH2:3][CH2:4][CH2:5][CH2:6][CH2:7][CH3:8].